From a dataset of Full USPTO retrosynthesis dataset with 1.9M reactions from patents (1976-2016). Predict the reactants needed to synthesize the given product. (1) Given the product [CH3:20][O:21][C:22]1[CH:23]=[C:24]([NH:25][N:14]=[C:15]2[C:16]([NH2:17])=[N:40][N:39]=[C:18]2[NH2:19])[CH:26]=[C:27]([C:29]([F:30])([F:31])[F:32])[CH:28]=1, predict the reactants needed to synthesize it. The reactants are: COC1C=C(N[N:14]=[C:15]([C:18]#[N:19])[C:16]#[N:17])C=C(C(F)(F)F)C=1.[CH3:20][O:21][C:22]1[CH:23]=[C:24]([CH:26]=[C:27]([C:29]([F:32])([F:31])[F:30])[CH:28]=1)[NH2:25].C(#N)CC#N.O.[NH2:39][NH2:40]. (2) Given the product [CH3:26][C:18](=[CH:19][C:20]1[CH:25]=[CH:24][CH:23]=[CH:22][CH:21]=1)[CH2:17][N:14]1[CH:7]=[C:6]([CH2:5][CH2:4][CH2:3][CH2:2][C:8]2[N:9]=[C:10]([NH2:13])[NH:11][CH:12]=2)[N:16]=[N:15]1, predict the reactants needed to synthesize it. The reactants are: Cl.[CH2:2]([C:8]1[N:9]=[C:10]([NH2:13])[NH:11][CH:12]=1)[CH2:3][CH2:4][CH2:5][C:6]#[CH:7].[N:14]([CH2:17][C:18]([CH3:26])=[CH:19][C:20]1[CH:25]=[CH:24][CH:23]=[CH:22][CH:21]=1)=[N+:15]=[N-:16]. (3) Given the product [C:22]([O:21][C:19]([CH2:18][CH2:17][C:13]1[C:14]([CH3:16])=[CH:15][C:10]([C:9]([OH:28])=[O:8])=[CH:11][C:12]=1[CH2:26][CH3:27])=[O:20])([CH3:23])([CH3:25])[CH3:24], predict the reactants needed to synthesize it. The reactants are: C([O:8][C:9](=[O:28])[C:10]1[CH:15]=[C:14]([CH3:16])[C:13]([CH:17]=[CH:18][C:19]([O:21][C:22]([CH3:25])([CH3:24])[CH3:23])=[O:20])=[C:12]([CH2:26][CH3:27])[CH:11]=1)C1C=CC=CC=1. (4) Given the product [CH3:30][S:27]([C:25]1[CH:24]=[CH:23][C:22]([O:31][CH2:32][C:33]2[CH:34]=[CH:35][CH:36]=[CH:37][CH:38]=2)=[C:21]([C:17]2[CH2:18][CH2:19][CH2:20][C:16]=2[C:12]2[CH:11]=[C:10]([CH:15]=[CH:14][CH:13]=2)[C:9]([OH:39])=[O:8])[CH:26]=1)(=[O:28])=[O:29], predict the reactants needed to synthesize it. The reactants are: C([O:8][C:9](=[O:39])[C:10]1[CH:15]=[CH:14][CH:13]=[C:12]([C:16]2[CH2:20][CH2:19][CH2:18][C:17]=2[C:21]2[CH:26]=[C:25]([S:27]([CH3:30])(=[O:29])=[O:28])[CH:24]=[CH:23][C:22]=2[O:31][CH2:32][C:33]2[CH:38]=[CH:37][CH:36]=[CH:35][CH:34]=2)[CH:11]=1)C1C=CC=CC=1. (5) Given the product [CH3:8][C:5]1[C:4]([C:14]2[CH:19]=[CH:18][CH:17]=[CH:16][N:15]=2)=[N:3][CH:2]=[CH:7][CH:6]=1, predict the reactants needed to synthesize it. The reactants are: Br[C:2]1[CH:7]=[CH:6][C:5]([CH3:8])=[CH:4][N:3]=1.C([Sn](CCCC)(CCCC)[C:14]1[CH:19]=[CH:18][CH:17]=[CH:16][N:15]=1)CCC. (6) Given the product [CH3:1][CH:2]([CH2:8]/[CH:9]=[C:10](\[O:12][Si:14]([CH3:21])([CH3:20])[CH3:13])/[CH3:11])[C:3]([O:5][CH2:6][CH3:7])=[O:4], predict the reactants needed to synthesize it. The reactants are: [CH3:1][CH:2]([CH2:8][CH2:9][C:10](=[O:12])[CH3:11])[C:3]([O:5][CH2:6][CH3:7])=[O:4].[CH3:13][Si:14]([CH3:21])([CH3:20])[N-][Si:14]([CH3:21])([CH3:20])[CH3:13].C[Si](I)(C)C. (7) The reactants are: [CH2:1]([NH:8][CH2:9][C@@H:10]1[C@H:14]2[O:15][C:16]([CH3:19])([CH3:18])[O:17][C@H:13]2[C@H:12]([N:20]2[CH:28]=[N:27][C:26]3[C:21]2=[N:22][CH:23]=[N:24][C:25]=3[NH2:29])[O:11]1)[C:2]1[CH:7]=[CH:6][CH:5]=[CH:4][CH:3]=1.[C:30]([C:34]1[CH:39]=[CH:38][C:37]([NH:40][C:41]([NH:43][CH2:44][CH2:45][CH:46]=O)=[O:42])=[CH:36][CH:35]=1)([CH3:33])([CH3:32])[CH3:31].[BH-](OC(C)=O)(OC(C)=O)OC(C)=O.[Na+]. Given the product [NH2:29][C:25]1[N:24]=[CH:23][N:22]=[C:21]2[C:26]=1[N:27]=[CH:28][N:20]2[C@H:12]1[C@@H:13]2[O:17][C:16]([CH3:19])([CH3:18])[O:15][C@@H:14]2[C@@H:10]([CH2:9][N:8]([CH2:1][C:2]2[CH:3]=[CH:4][CH:5]=[CH:6][CH:7]=2)[CH2:46][CH2:45][CH2:44][NH:43][C:41]([NH:40][C:37]2[CH:36]=[CH:35][C:34]([C:30]([CH3:31])([CH3:33])[CH3:32])=[CH:39][CH:38]=2)=[O:42])[O:11]1, predict the reactants needed to synthesize it. (8) Given the product [OH:1][C:2]1[CH:3]=[C:4]([C:9](=[O:11])[CH3:10])[CH:5]=[C:6]([O:8][CH3:12])[CH:7]=1, predict the reactants needed to synthesize it. The reactants are: [OH:1][C:2]1[CH:3]=[C:4]([C:9](=[O:11])[CH3:10])[CH:5]=[C:6]([OH:8])[CH:7]=1.[CH3:12]I.[H-].[Na+]. (9) Given the product [CH3:37][S:38]([CH2:41][CH2:42][NH:43][CH2:2][C:3]([NH:5][CH2:6][CH2:7][C:8]([NH:10][C:11]1[CH:12]=[C:13]2[C:18](=[CH:19][CH:20]=1)[N:17]=[CH:16][N:15]=[C:14]2[NH:21][C:22]1[CH:27]=[CH:26][C:25]([O:28][C:29]2[CH:30]=[N:31][C:32]([CH3:35])=[CH:33][CH:34]=2)=[C:24]([CH3:36])[CH:23]=1)=[O:9])=[O:4])(=[O:40])=[O:39], predict the reactants needed to synthesize it. The reactants are: Cl[CH2:2][C:3]([NH:5][CH2:6][CH2:7][C:8]([NH:10][C:11]1[CH:12]=[C:13]2[C:18](=[CH:19][CH:20]=1)[N:17]=[CH:16][N:15]=[C:14]2[NH:21][C:22]1[CH:27]=[CH:26][C:25]([O:28][C:29]2[CH:30]=[N:31][C:32]([CH3:35])=[CH:33][CH:34]=2)=[C:24]([CH3:36])[CH:23]=1)=[O:9])=[O:4].[CH3:37][S:38]([CH2:41][CH2:42][NH2:43])(=[O:40])=[O:39]. (10) Given the product [CH2:8]([NH:11][C:12]([N:14]1[C:18]2[CH:19]=[CH:20][CH:21]=[CH:22][C:17]=2[NH:16][C:15]1=[O:26])=[O:13])[CH:9]=[CH2:10], predict the reactants needed to synthesize it. The reactants are: C(N(CC)CC)C.[CH2:8]([N:11](CC=C)[C:12]([N:14]1[C:18]2[CH:19]=[CH:20][CH:21]=[CH:22][C:17]=2[N:16](C(O)=O)[C:15]1=[O:26])=[O:13])[CH:9]=[CH2:10].